The task is: Binary Classification. Given a miRNA mature sequence and a target amino acid sequence, predict their likelihood of interaction.. This data is from Experimentally validated miRNA-target interactions with 360,000+ pairs, plus equal number of negative samples. The miRNA is hsa-miR-3130-3p with sequence GCUGCACCGGAGACUGGGUAA. The protein sequence of the target gene is MPYIFAFFCTGFLGAVVGANFPNNIQIGGLFPNQQSQEHAAFRFALSQLTEPPKLLPQIDIVNISDSFEMTYRFCSQFSKGVYAIFGFYERRTVNMLTSFCGALHVCFITPSFPVDTSNQFVLQLRPELQEALISIIDHYKWQTFVYIYDADRGLSVLQRVLDTAAEKNWQVTAVNILTTTEEGYRMLFQDLEKKKERLVVVDCESERLNAILGQIVKLEKNGIGYHYILANLGFMDIDLNKFKESGANVTGFQLVNYTDTIPARIMQQWRTSDARDHTRVDWKRPKYTSALTYDGVKVM.... Result: 0 (no interaction).